The task is: Predict the reaction yield, written as a fraction of the theoretical maximum amount of product (1.0 means a 100% yield; for example, 0.34 means a 34% yield).. This data is from Reaction yield outcomes from USPTO patents with 853,638 reactions. (1) The reactants are C([Si](C1C=CC=CC=1)(C1C=CC=CC=1)[O:6][C:7]1[CH:8]=[CH:9][C:10]2[C:14]([O:15][C:16]3[CH:21]=[CH:20][C:19]([O:22][CH2:23][CH2:24][N:25]4[CH2:30][CH2:29][CH2:28][CH2:27][CH2:26]4)=[CH:18][CH:17]=3)=[C:13]([C:31]3[CH:38]=[CH:37][C:34]([CH:35]=[O:36])=[CH:33][CH:32]=3)[S:12][C:11]=2[CH:39]=1)(C)(C)C.[F-].C([N+](CCCC)(CCCC)CCCC)CCC. The catalyst is O1CCCC1. The product is [OH:6][C:7]1[CH:8]=[CH:9][C:10]2[C:14]([O:15][C:16]3[CH:21]=[CH:20][C:19]([O:22][CH2:23][CH2:24][N:25]4[CH2:30][CH2:29][CH2:28][CH2:27][CH2:26]4)=[CH:18][CH:17]=3)=[C:13]([C:31]3[CH:32]=[CH:33][C:34]([CH:35]=[O:36])=[CH:37][CH:38]=3)[S:12][C:11]=2[CH:39]=1. The yield is 0.800. (2) The catalyst is [Li+].[OH-].C1COCC1.C(OCC)(=O)C. The product is [Cl:22][C:20]1[CH:21]=[C:13]([S:12][C:9]2[CH:10]=[CH:11][C:6]([C:4]([OH:5])=[O:3])=[CH:7][C:8]=2[N+:23]([O-:25])=[O:24])[C:14]([C:15]([OH:17])=[O:16])=[CH:18][CH:19]=1. The yield is 0.820. The reactants are C([O:3][C:4]([C:6]1[CH:11]=[CH:10][C:9]([S:12][C:13]2[CH:21]=[C:20]([Cl:22])[CH:19]=[CH:18][C:14]=2[C:15]([OH:17])=[O:16])=[C:8]([N+:23]([O-:25])=[O:24])[CH:7]=1)=[O:5])C.Cl. (3) The reactants are Br[C:2]1[CH:3]=[C:4]([NH:10][C:11]2[CH:15]=[C:14]([CH3:16])[O:13][N:12]=2)[C:5](=[O:9])[N:6]([CH3:8])[CH:7]=1.[B:17]1([B:17]2[O:21][C:20]([CH3:23])([CH3:22])[C:19]([CH3:25])([CH3:24])[O:18]2)[O:21][C:20]([CH3:23])([CH3:22])[C:19]([CH3:25])([CH3:24])[O:18]1.CC(C1C=C(C(C)C)C(C2C=CC=CC=2P(C2CCCCC2)C2CCCCC2)=C(C(C)C)C=1)C.C([O-])(=O)C.[K+]. The catalyst is C1C=CC(/C=C/C(/C=C/C2C=CC=CC=2)=O)=CC=1.C1C=CC(/C=C/C(/C=C/C2C=CC=CC=2)=O)=CC=1.C1C=CC(/C=C/C(/C=C/C2C=CC=CC=2)=O)=CC=1.[Pd].[Pd].O1CCOCC1. The product is [CH3:8][N:6]1[CH:7]=[C:2]([B:17]2[O:21][C:20]([CH3:23])([CH3:22])[C:19]([CH3:25])([CH3:24])[O:18]2)[CH:3]=[C:4]([NH:10][C:11]2[CH:15]=[C:14]([CH3:16])[O:13][N:12]=2)[C:5]1=[O:9]. The yield is 0.780. (4) The reactants are O.[CH2:2]([NH2:6])[CH2:3][CH2:4][CH3:5].[C:7](OC)(=[O:10])[C:8]#[CH:9].[Na+].[Cl-]. The catalyst is C(O)(=O)C. The product is [CH2:2]([NH:6][C:7](=[O:10])[C:8]#[CH:9])[CH2:3][CH2:4][CH3:5]. The yield is 0.960. (5) The reactants are [CH2:1]([CH:3]([CH2:33][CH2:34][CH2:35][CH3:36])[CH2:4][N:5]1[C:17]2[C:16]3[CH:18]=[CH:19][CH:20]=[CH:21][C:15]=3[C:14]([CH:22]=[O:23])=[CH:13][C:12]=2[C:11]2[C:6]1=[CH:7][CH:8]=[C:9]([C:24](=[O:32])[C:25]1[CH:30]=[CH:29][CH:28]=[CH:27][C:26]=1F)[CH:10]=2)[CH3:2].[F:37][C:38]([F:44])([CH:41]([F:43])[F:42])[CH2:39][OH:40].[OH-].[Na+]. The catalyst is N1C=CC=CC=1. The product is [CH2:1]([CH:3]([CH2:33][CH2:34][CH2:35][CH3:36])[CH2:4][N:5]1[C:17]2[C:16]3[CH:18]=[CH:19][CH:20]=[CH:21][C:15]=3[C:14]([CH:22]=[O:23])=[CH:13][C:12]=2[C:11]2[C:6]1=[CH:7][CH:8]=[C:9]([C:24](=[O:32])[C:25]1[CH:30]=[CH:29][CH:28]=[CH:27][C:26]=1[O:40][CH2:39][C:38]([F:44])([F:37])[CH:41]([F:43])[F:42])[CH:10]=2)[CH3:2]. The yield is 0.890. (6) The yield is 0.970. No catalyst specified. The product is [C:25]1([C:21]2[CH:20]=[C:19]([C:10]3[CH:9]=[C:8]([OH:7])[N:12]([C:13]4[CH:18]=[CH:17][CH:16]=[CH:15][N:14]=4)[N:11]=3)[CH:24]=[CH:23][CH:22]=2)[C:34]2[C:29](=[CH:30][CH:31]=[CH:32][CH:33]=2)[CH:28]=[CH:27][CH:26]=1. The reactants are C(=O)([O:7][C:8]1[N:12]([C:13]2[CH:18]=[CH:17][CH:16]=[CH:15][N:14]=2)[N:11]=[C:10]([C:19]2[CH:24]=[CH:23][CH:22]=[C:21]([C:25]3[C:34]4[C:29](=[CH:30][CH:31]=[CH:32][CH:33]=4)[CH:28]=[CH:27][CH:26]=3)[CH:20]=2)[CH:9]=1)OC(C)(C)C.C(=O)(OC(C)(C)C)OC1N(C2C=CC=CN=2)N=C(C2C=CC(C3C=CC=CC=3)=CC=2)C=1. (7) The reactants are [CH3:1][O:2][CH:3]1[CH2:6][N:5]([C:7]2[CH:8]=[CH:9][C:10]([N+:13]([O-])=O)=[N:11][CH:12]=2)[CH2:4]1. The catalyst is CO.[Pd]. The product is [CH3:1][O:2][CH:3]1[CH2:6][N:5]([C:7]2[CH:8]=[CH:9][C:10]([NH2:13])=[N:11][CH:12]=2)[CH2:4]1. The yield is 0.930.